This data is from Full USPTO retrosynthesis dataset with 1.9M reactions from patents (1976-2016). The task is: Predict the reactants needed to synthesize the given product. Given the product [C:32]([C:29]1[CH:28]=[N:27][C:26]([NH:25][C:14]([N:11]2[C:12]3[C:7](=[CH:6][CH:5]=[C:4]([CH:3]([O:2][CH3:1])[O:23][CH3:24])[N:13]=3)[CH2:8][CH2:9][CH2:10]2)=[O:16])=[N:31][CH:30]=1)#[N:33], predict the reactants needed to synthesize it. The reactants are: [CH3:1][O:2][CH:3]([O:23][CH3:24])[C:4]1[N:13]=[C:12]2[C:7]([CH2:8][CH2:9][CH2:10][N:11]2[C:14]([O:16]C2C=CC=CC=2)=O)=[CH:6][CH:5]=1.[NH2:25][C:26]1[N:31]=[CH:30][C:29]([C:32]#[N:33])=[CH:28][N:27]=1.[Li+].C[Si]([N-][Si](C)(C)C)(C)C.